This data is from Forward reaction prediction with 1.9M reactions from USPTO patents (1976-2016). The task is: Predict the product of the given reaction. Given the reactants C(OC([NH:8][C@H:9]([C:18](=[O:25])[O:19][CH2:20][C:21]([Cl:24])([Cl:23])[Cl:22])[CH2:10][C:11]([O:13][C:14]([CH3:17])(C)C)=[O:12])=O)(C)(C)C.[CH:26](N(C(C)C)CC)(C)C.Cl[C:36]([O:38][CH2:39][CH:40]=[CH2:41])=[O:37].[Cl-].[NH4+], predict the reaction product. The product is: [CH2:39]([O:38][C:36]([NH:8][C@H:9]([C:18](=[O:25])[O:19][CH2:20][C:21]([Cl:22])([Cl:23])[Cl:24])[CH2:10][C:11]([O:13][CH2:14][CH:17]=[CH2:26])=[O:12])=[O:37])[CH:40]=[CH2:41].